This data is from NCI-60 drug combinations with 297,098 pairs across 59 cell lines. The task is: Regression. Given two drug SMILES strings and cell line genomic features, predict the synergy score measuring deviation from expected non-interaction effect. (1) Drug 1: CC1=CC2C(CCC3(C2CCC3(C(=O)C)OC(=O)C)C)C4(C1=CC(=O)CC4)C. Drug 2: CC1=C(C(CCC1)(C)C)C=CC(=CC=CC(=CC(=O)O)C)C. Cell line: UACC62. Synergy scores: CSS=4.49, Synergy_ZIP=-3.04, Synergy_Bliss=0.933, Synergy_Loewe=-0.0981, Synergy_HSA=0.796. (2) Drug 1: CC12CCC(CC1=CCC3C2CCC4(C3CC=C4C5=CN=CC=C5)C)O. Drug 2: C1=C(C(=O)NC(=O)N1)F. Cell line: OVCAR-4. Synergy scores: CSS=47.0, Synergy_ZIP=-4.06, Synergy_Bliss=-7.84, Synergy_Loewe=-5.31, Synergy_HSA=-3.37. (3) Drug 1: C1=CC(=CC=C1C#N)C(C2=CC=C(C=C2)C#N)N3C=NC=N3. Drug 2: CN1C2=C(C=C(C=C2)N(CCCl)CCCl)N=C1CCCC(=O)O.Cl. Cell line: MDA-MB-435. Synergy scores: CSS=5.67, Synergy_ZIP=-1.26, Synergy_Bliss=-0.447, Synergy_Loewe=7.74, Synergy_HSA=-1.79. (4) Drug 1: CN1CCC(CC1)COC2=C(C=C3C(=C2)N=CN=C3NC4=C(C=C(C=C4)Br)F)OC. Drug 2: CC1OCC2C(O1)C(C(C(O2)OC3C4COC(=O)C4C(C5=CC6=C(C=C35)OCO6)C7=CC(=C(C(=C7)OC)O)OC)O)O. Cell line: KM12. Synergy scores: CSS=35.8, Synergy_ZIP=13.7, Synergy_Bliss=11.8, Synergy_Loewe=6.53, Synergy_HSA=9.25.